Regression. Given two drug SMILES strings and cell line genomic features, predict the synergy score measuring deviation from expected non-interaction effect. From a dataset of Merck oncology drug combination screen with 23,052 pairs across 39 cell lines. (1) Drug 1: O=C(CCCCCCC(=O)Nc1ccccc1)NO. Drug 2: O=C(O)C1(Cc2cccc(Nc3nccs3)n2)CCC(Oc2cccc(Cl)c2F)CC1. Cell line: PA1. Synergy scores: synergy=-8.41. (2) Drug 1: CCN(CC)CCNC(=O)c1c(C)[nH]c(C=C2C(=O)Nc3ccc(F)cc32)c1C. Drug 2: Cn1cc(-c2cnn3c(N)c(Br)c(C4CCCNC4)nc23)cn1. Cell line: HT144. Synergy scores: synergy=8.40. (3) Drug 1: NC(=O)c1cccc2cn(-c3ccc(C4CCCNC4)cc3)nc12. Drug 2: NC1CCCCC1N.O=C(O)C(=O)O.[Pt+2]. Cell line: EFM192B. Synergy scores: synergy=-0.954. (4) Drug 2: CS(=O)(=O)CCNCc1ccc(-c2ccc3ncnc(Nc4ccc(OCc5cccc(F)c5)c(Cl)c4)c3c2)o1. Cell line: OVCAR3. Drug 1: COc1cccc2c1C(=O)c1c(O)c3c(c(O)c1C2=O)CC(O)(C(=O)CO)CC3OC1CC(N)C(O)C(C)O1. Synergy scores: synergy=-3.90.